Dataset: Forward reaction prediction with 1.9M reactions from USPTO patents (1976-2016). Task: Predict the product of the given reaction. (1) Given the reactants C1COCC1.[CH:6]1([C:9]2[CH:14]=[C:13]([C:15](OCC)=[O:16])[CH:12]=[C:11]([O:20][CH2:21][CH3:22])[C:10]=2[C:23]2[CH:28]=[CH:27][C:26]([F:29])=[CH:25][CH:24]=2)[CH2:8][CH2:7]1.[H-].[Al+3].[Li+].[H-].[H-].[H-].[OH-].[Na+], predict the reaction product. The product is: [CH:6]1([C:9]2[CH:14]=[C:13]([CH:15]=[O:16])[CH:12]=[C:11]([O:20][CH2:21][CH3:22])[C:10]=2[C:23]2[CH:24]=[CH:25][C:26]([F:29])=[CH:27][CH:28]=2)[CH2:8][CH2:7]1. (2) Given the reactants FC1C2OC(CN)CNC=2C=CC=1.[Cl:14][C:15]1[C:24]2[O:23][CH:22]([C:25]([NH2:27])=O)[CH2:21][NH:20][C:19]=2[CH:18]=[CH:17][CH:16]=1, predict the reaction product. The product is: [Cl:14][C:15]1[C:24]2[O:23][CH:22]([CH2:25][NH2:27])[CH2:21][NH:20][C:19]=2[CH:18]=[CH:17][CH:16]=1. (3) The product is: [Br:1][C:5]1[C:6]2[C:7](=[N:8][CH:9]=[CH:10][CH:11]=2)[S:3][CH:4]=1. Given the reactants [Br:1]Br.[S:3]1[C:7]2=[N:8][CH:9]=[CH:10][CH:11]=[C:6]2[CH:5]=[CH:4]1.P([O-])([O-])(O)=O.[K+].[K+].C(=O)(O)[O-].[Na+].S([O-])([O-])(=O)=O.[Mg+2], predict the reaction product. (4) Given the reactants [NH2:1][C:2]1[CH:6]=[CH:5]NN=1.[CH3:7][C:8]1[CH:17]=[CH:16][CH:15]=[CH:14][C:9]=1[C:10]([O:12]C)=O.[H-].[Na+].C(#N)CC, predict the reaction product. The product is: [CH3:5][CH:6]([C:10](=[O:12])[C:9]1[CH:14]=[CH:15][CH:16]=[CH:17][C:8]=1[CH3:7])[C:2]#[N:1]. (5) Given the reactants [C:1]([O:5][C:6](=[O:24])[NH:7][CH:8]([CH:21]([CH3:23])[CH3:22])[CH2:9][N:10]1C(=O)C2C(=CC=CC=2)C1=O)([CH3:4])([CH3:3])[CH3:2].O.NN, predict the reaction product. The product is: [NH2:10][CH2:9][CH:8]([NH:7][C:6](=[O:24])[O:5][C:1]([CH3:2])([CH3:4])[CH3:3])[CH:21]([CH3:23])[CH3:22]. (6) The product is: [Cl:20][C:21]([Cl:25])=[CH:22][CH2:23][C:9]([CH2:8][C:7]1[CH:6]=[CH:5][C:4]([O:3][C:2]([F:16])([F:17])[F:1])=[CH:15][CH:14]=1)([C:12]#[N:13])[C:10]#[N:11]. Given the reactants [F:1][C:2]([F:17])([F:16])[O:3][C:4]1[CH:15]=[CH:14][C:7]([CH2:8][CH:9]([C:12]#[N:13])[C:10]#[N:11])=[CH:6][CH:5]=1.[H-].[Na+].[Cl:20][C:21]([Cl:25])=[CH:22][CH2:23]Cl, predict the reaction product. (7) Given the reactants [N+:1]([C:4]1[NH:8][N:7]=[C:6]([CH2:9][C:10]([OH:12])=O)[N:5]=1)([O-:3])=[O:2].[CH2:13]([C@@H:20]1[NH:25][CH2:24][CH2:23][N:22]([C:26]2[CH:31]=[CH:30][C:29]([O:32][CH3:33])=[C:28]([O:34][CH:35]([CH3:37])[CH3:36])[CH:27]=2)[CH2:21]1)[C:14]1[CH:19]=[CH:18][CH:17]=[CH:16][CH:15]=1, predict the reaction product. The product is: [CH2:13]([C@H:20]1[CH2:21][N:22]([C:26]2[CH:31]=[CH:30][C:29]([O:32][CH3:33])=[C:28]([O:34][CH:35]([CH3:37])[CH3:36])[CH:27]=2)[CH2:23][CH2:24][N:25]1[C:10](=[O:12])[CH2:9][C:6]1[N:5]=[C:4]([N+:1]([O-:3])=[O:2])[NH:8][N:7]=1)[C:14]1[CH:15]=[CH:16][CH:17]=[CH:18][CH:19]=1.